Task: Predict the reaction yield, written as a fraction of the theoretical maximum amount of product (1.0 means a 100% yield; for example, 0.34 means a 34% yield).. Dataset: Reaction yield outcomes from USPTO patents with 853,638 reactions (1) The reactants are [CH3:1][C@H:2]([C:15]([OH:17])=[O:16])[C:3]1[CH:4]=[CH:5][C:6]2[CH:7]=[C:8]([O:13]C)[CH:9]=[CH:10][C:11]=2[CH:12]=1.Br. The catalyst is C(O)(=O)C. The product is [OH:13][C:8]1[CH:7]=[C:6]2[C:11](=[CH:10][CH:9]=1)[CH:12]=[C:3]([CH:2]([CH3:1])[C:15]([OH:17])=[O:16])[CH:4]=[CH:5]2. The yield is 0.960. (2) The reactants are [NH2:1][C:2]1[N:10]=[CH:9][N:8]=[C:7]2[C:3]=1[N:4]=[C:5]([S:28][C:29]1[CH:34]=[C:33]([Cl:35])[CH:32]=C(Cl)[CH:30]=1)[N:6]2[CH2:11][CH2:12][CH2:13][CH2:14][CH2:15][CH2:16]N1C(=O)C2C(=CC=CC=2)C1=O.O.[NH2:38]N.[CH2:40]([Cl:42])Cl. No catalyst specified. The product is [NH2:38][CH:13]([CH2:14][CH2:15][CH3:16])[CH2:12][CH2:11][N:6]1[C:5]([S:28][C:29]2[CH:34]=[C:33]([Cl:35])[CH:32]=[C:40]([Cl:42])[CH:30]=2)=[N:4][C:3]2[C:7]1=[N:8][CH:9]=[N:10][C:2]=2[NH2:1]. The yield is 0.740. (3) The reactants are [OH:1][C:2]1[NH:3][C:4]2[C:9]([C:10]=1[C:11]1[CH:16]=[CH:15][C:14]([CH2:17][N:18]3[CH2:23][CH2:22][O:21][CH2:20][CH2:19]3)=[CH:13][N:12]=1)=[CH:8][C:7]([C:24]#[N:25])=[CH:6][CH:5]=2.[C:26]([OH:38])(=[O:37])[CH2:27][C:28]([CH2:33][C:34]([OH:36])=[O:35])([C:30]([OH:32])=[O:31])[OH:29].C. The catalyst is C(O)C.O. The product is [C:26]([OH:38])(=[O:37])[CH2:27][C:28]([CH2:33][C:34]([OH:36])=[O:35])([C:30]([OH:32])=[O:31])[OH:29].[OH:1][C:2]1[NH:3][C:4]2[C:9]([C:10]=1[C:11]1[CH:16]=[CH:15][C:14]([CH2:17][N:18]3[CH2:19][CH2:20][O:21][CH2:22][CH2:23]3)=[CH:13][N:12]=1)=[CH:8][C:7]([C:24]#[N:25])=[CH:6][CH:5]=2. The yield is 0.822.